Task: Predict the reaction yield, written as a fraction of the theoretical maximum amount of product (1.0 means a 100% yield; for example, 0.34 means a 34% yield).. Dataset: Reaction yield outcomes from USPTO patents with 853,638 reactions The reactants are CO[C:3]1C=C2C(=C[CH:11]=1)N(C1C=CC(O)=CC=1)C(COC)=C2.[CH2:22]([O:29][C:30]1[CH:35]=[CH:34][C:33]([N:36]2[C:44]3[C:39](=[CH:40][C:41]([O:45][CH3:46])=[CH:42][CH:43]=3)[CH:38]=[C:37]2COC)=[CH:32][CH:31]=1)[C:23]1[CH:28]=[CH:27][CH:26]=[CH:25][CH:24]=1.[CH:50]([O-:52])=[O:51].[NH4+].ClCCCN1CCCC1.[H-].[Na+].[I-].[Na+]. The catalyst is CO.O1CCCC1.[Pd].CN(C)C=O.O. The product is [CH2:3]([O:51][C:50]([C:37]1[N:36]([C:33]2[CH:32]=[CH:31][C:30]([O:29][CH2:22][C:23]3[CH:24]=[CH:25][CH:26]=[CH:27][CH:28]=3)=[CH:35][CH:34]=2)[C:44]2[C:39]([CH:38]=1)=[CH:40][C:41]([O:45][CH3:46])=[CH:42][CH:43]=2)=[O:52])[CH3:11]. The yield is 0.400.